This data is from Forward reaction prediction with 1.9M reactions from USPTO patents (1976-2016). The task is: Predict the product of the given reaction. Given the reactants [Cl:1][CH2:2][C:3]1[CH:8]=[C:7]([O:9][CH3:10])[C:6]([N+:11]([O-:13])=[O:12])=[CH:5][C:4]=1F.[F:15]C1C(OC)=C([N+]([O-])=O)C=CC=1CO, predict the reaction product. The product is: [Cl:1][CH2:2][C:3]1[CH:4]=[CH:5][C:6]([N+:11]([O-:13])=[O:12])=[C:7]([O:9][CH3:10])[C:8]=1[F:15].